This data is from Forward reaction prediction with 1.9M reactions from USPTO patents (1976-2016). The task is: Predict the product of the given reaction. (1) The product is: [Cl:10][C:11]1[CH:12]=[C:13]([NH:18][C:19]2[C:28]3[C:23](=[CH:24][CH:25]=[CH:26][C:27]=3[O:29][CH2:30][C@H:31]([N:33]([CH3:37])[C:34](=[O:36])[CH3:35])[CH3:32])[N:22]=[CH:21][N:20]=2)[CH:14]=[CH:15][C:16]=1[O:17][CH2:8][C:3]1[CH:4]=[CH:5][CH:6]=[CH:7][N:2]=1. Given the reactants Cl.[N:2]1[CH:7]=[CH:6][CH:5]=[CH:4][C:3]=1[CH2:8]Cl.[Cl:10][C:11]1[CH:12]=[C:13]([NH:18][C:19]2[C:28]3[C:23](=[CH:24][CH:25]=[CH:26][C:27]=3[O:29][CH2:30][C@H:31]([N:33]([CH3:37])[C:34](=[O:36])[CH3:35])[CH3:32])[N:22]=[CH:21][N:20]=2)[CH:14]=[CH:15][C:16]=1[OH:17], predict the reaction product. (2) Given the reactants Cl.[F:2][C:3]1[CH:10]=[C:9]([S:11]([CH3:14])(=[O:13])=[O:12])[C:8]([F:15])=CC=1CN.C1(O[C:23](=[O:36])[NH:24][CH2:25][C:26]2[CH:31]=[CH:30][C:29]([C:32]([CH3:35])([CH3:34])[CH3:33])=[CH:28][CH:27]=2)C=CC=CC=1.[C:37](#[N:39])C.C([N:42]([CH2:45][CH3:46])CC)C, predict the reaction product. The product is: [C:32]([C:29]1[CH:28]=[CH:27][C:26]([CH2:25][NH:24][C:23](=[O:36])[NH:39][CH2:37][C:9]2([S:11]([CH3:14])(=[O:12])=[O:13])[C:8]([F:15])=[CH:46][C:45]([NH:42][S:11]([CH3:9])(=[O:13])=[O:12])=[C:3]([F:2])[CH2:10]2)=[CH:31][CH:30]=1)([CH3:33])([CH3:34])[CH3:35]. (3) Given the reactants [Cl:1][C:2]1[CH:7]=[C:6]([NH:8][C:9]2[C:18]3[C:13](=[CH:14][CH:15]=[CH:16][C:17]=3F)[N:12]=[CH:11][N:10]=2)[CH:5]=[CH:4][C:3]=1[OH:20].[NH:21]1[CH2:25][CH2:24][CH2:23][C@@H:22]1[CH:26]([OH:28])[CH3:27].[H-].[Na+], predict the reaction product. The product is: [Cl:1][C:2]1[CH:7]=[C:6]([NH:8][C:9]2[C:18]3[C:13](=[CH:14][CH:15]=[CH:16][C:17]=3[O:28][C@H:26]([C@H:22]3[CH2:23][CH2:24][CH2:25][NH:21]3)[CH3:27])[N:12]=[CH:11][N:10]=2)[CH:5]=[CH:4][C:3]=1[OH:20]. (4) Given the reactants [Br:1][C:2]1[CH:3]=[CH:4][C:5]([O:19][CH2:20][C:21]2[CH:26]=[CH:25][CH:24]=[CH:23][CH:22]=2)=[C:6]([C:8]2[S:9][CH:10]=[C:11]([CH2:13][C:14]([O:16][CH2:17][CH3:18])=[O:15])[N:12]=2)[CH:7]=1.Cl[C:28]1C=CC(OCC2C=CC=CC=2)=C(C2SC=C(C(C)C(OCC)=O)N=2)C=1, predict the reaction product. The product is: [Br:1][C:2]1[CH:3]=[CH:4][C:5]([O:19][CH2:20][C:21]2[CH:22]=[CH:23][CH:24]=[CH:25][CH:26]=2)=[C:6]([C:8]2[S:9][CH:10]=[C:11]([CH:13]([CH3:28])[C:14]([O:16][CH2:17][CH3:18])=[O:15])[N:12]=2)[CH:7]=1. (5) Given the reactants [Br:1][C:2]1[CH:7]=[CH:6][C:5]([OH:8])=[C:4]([F:9])[CH:3]=1.C(=O)([O-])[O-].[K+].[K+].[CH2:16](Br)[C:17]1[CH:22]=[CH:21][CH:20]=[CH:19][CH:18]=1.O, predict the reaction product. The product is: [CH2:16]([O:8][C:5]1[CH:6]=[CH:7][C:2]([Br:1])=[CH:3][C:4]=1[F:9])[C:17]1[CH:22]=[CH:21][CH:20]=[CH:19][CH:18]=1.